This data is from Catalyst prediction with 721,799 reactions and 888 catalyst types from USPTO. The task is: Predict which catalyst facilitates the given reaction. Reactant: CN(C)C(=O)C.[N:7]1[C:12]2[NH:13][CH:14]=[CH:15][C:11]=2[C:10]([NH2:16])=[N:9][CH:8]=1.[C:17]1(=O)[O:22][C:20](=[O:21])[C:19]2=[CH:23][CH:24]=[CH:25][CH:26]=[C:18]12. Product: [C:17]1(=[O:22])[N:16]([C:10]2[C:11]3[CH:15]=[CH:14][NH:13][C:12]=3[N:7]=[CH:8][N:9]=2)[C:20](=[O:21])[C:19]2=[CH:23][CH:24]=[CH:25][CH:26]=[C:18]12. The catalyst class is: 6.